From a dataset of NCI-60 drug combinations with 297,098 pairs across 59 cell lines. Regression. Given two drug SMILES strings and cell line genomic features, predict the synergy score measuring deviation from expected non-interaction effect. (1) Drug 1: CC1C(C(CC(O1)OC2CC(CC3=C2C(=C4C(=C3O)C(=O)C5=C(C4=O)C(=CC=C5)OC)O)(C(=O)C)O)N)O.Cl. Drug 2: CS(=O)(=O)OCCCCOS(=O)(=O)C. Cell line: UACC62. Synergy scores: CSS=10.4, Synergy_ZIP=-6.88, Synergy_Bliss=-6.12, Synergy_Loewe=-12.8, Synergy_HSA=-5.63. (2) Drug 1: C1=C(C(=O)NC(=O)N1)F. Drug 2: CC1=C(C(=CC=C1)Cl)NC(=O)C2=CN=C(S2)NC3=CC(=NC(=N3)C)N4CCN(CC4)CCO. Cell line: OVCAR-5. Synergy scores: CSS=38.5, Synergy_ZIP=2.40, Synergy_Bliss=5.70, Synergy_Loewe=4.78, Synergy_HSA=5.01.